From a dataset of Experimentally validated miRNA-target interactions with 360,000+ pairs, plus equal number of negative samples. Binary Classification. Given a miRNA mature sequence and a target amino acid sequence, predict their likelihood of interaction. The miRNA is hsa-miR-4449 with sequence CGUCCCGGGGCUGCGCGAGGCA. The protein sequence of the target gene is MAEVEAVQLKEEGNRHFQLQDYKAATNSYSQALKLTKDKALLATLYRNRAACGLKTESYVQAASDASRAIDINSSDIKALYRRCQALEHLGKLDQAFKDVQRCATLEPRNQNFQEMLRRLNTSIQEKLRVQFSTDSRVQKMFEILLDENSEADKREKAANNLIVLGREEAGAEKIFQNNGVALLLQLLDTKKPELVLAAVRTLSGMCSGHQARATVILHAVRIDRICSLMAVENEEMSLAVCNLLQAIIDSLSGEDKREHRGKEEALVLDTKKDLKQITSHLLDMLVSKKVSGQGRDQAL.... Result: 0 (no interaction).